The task is: Predict the reactants needed to synthesize the given product.. This data is from Full USPTO retrosynthesis dataset with 1.9M reactions from patents (1976-2016). (1) The reactants are: [OH:1][C@:2]1([CH2:9][NH:10][C:11]([C:13]2[C:14]3[CH:15]=[CH:16][C:17](Cl)=[N:18][C:19]=3[CH:20]=[CH:21][C:22]=2[Cl:23])=[O:12])[CH2:7][CH2:6][CH2:5][C@@H:4]([CH3:8])[CH2:3]1.CCN(C(C)C)C(C)C.[CH2:34]([N:36]([CH2:42][CH3:43])[CH:37]1[CH2:41][CH2:40][NH:39][CH2:38]1)[CH3:35]. Given the product [OH:1][C@:2]1([CH2:9][NH:10][C:11]([C:13]2[C:14]3[CH:15]=[CH:16][C:17]([N:39]4[CH2:40][CH2:41][CH:37]([N:36]([CH2:42][CH3:43])[CH2:34][CH3:35])[CH2:38]4)=[N:18][C:19]=3[CH:20]=[CH:21][C:22]=2[Cl:23])=[O:12])[CH2:7][CH2:6][CH2:5][C@@H:4]([CH3:8])[CH2:3]1, predict the reactants needed to synthesize it. (2) Given the product [CH2:1]([C:5]([CH3:19])([CH2:11][C:12]1[CH:13]=[CH:14][C:15]([O:18][CH2:21][CH2:22][O:23][CH:24]2[CH2:29][CH2:28][CH2:27][CH2:26][O:25]2)=[CH:16][CH:17]=1)[C:6]([O:8][CH2:9][CH3:10])=[O:7])[CH2:2][CH2:3][CH3:4], predict the reactants needed to synthesize it. The reactants are: [CH2:1]([C:5]([CH3:19])([CH2:11][C:12]1[CH:17]=[CH:16][C:15]([OH:18])=[CH:14][CH:13]=1)[C:6]([O:8][CH2:9][CH3:10])=[O:7])[CH2:2][CH2:3][CH3:4].Br[CH2:21][CH2:22][O:23][CH:24]1[CH2:29][CH2:28][CH2:27][CH2:26][O:25]1.C(=O)([O-])[O-].[K+].[K+].